From a dataset of Catalyst prediction with 721,799 reactions and 888 catalyst types from USPTO. Predict which catalyst facilitates the given reaction. (1) Reactant: [CH2:1]([O:8][N:9]=[CH:10][C:11]1([C:19]([OH:21])=[O:20])[CH2:14][CH:13]([CH2:15][CH2:16][CH2:17][CH3:18])[CH2:12]1)[C:2]1[CH:7]=[CH:6][CH:5]=[CH:4][CH:3]=1.CN(C1C=CC(N=NC2C=CC(S(O)(=O)=O)=CC=2)=CC=1)C.Cl.C([BH3-])#N.[Na+]. Product: [CH2:1]([O:8][NH:9][CH2:10][C:11]1([C:19]([OH:21])=[O:20])[CH2:14][CH:13]([CH2:15][CH2:16][CH2:17][CH3:18])[CH2:12]1)[C:2]1[CH:7]=[CH:6][CH:5]=[CH:4][CH:3]=1. The catalyst class is: 5. (2) Reactant: [CH3:1][N:2]([CH3:15])[S:3]([N:6]1[C:10](CNCC)=[CH:9][N:8]=[CH:7]1)(=[O:5])=[O:4].Cl[C:17]1[N:22]=[C:21]([O:23][CH3:24])[CH:20]=[CH:19][N:18]=1.[CH:25]([N:28](CC)[CH:29](C)C)(C)[CH3:26].C(OCC)(=O)C. Product: [CH3:15][N:2]([CH3:1])[S:3]([N:6]1[CH:10]=[C:9]([CH2:29][N:28]([CH2:25][CH3:26])[C:17]2[N:22]=[C:21]([O:23][CH3:24])[CH:20]=[CH:19][N:18]=2)[N:8]=[CH:7]1)(=[O:4])=[O:5]. The catalyst class is: 32. (3) Reactant: [Cl:1][C:2]1[CH:7]=[C:6]([C:8]([F:11])([F:10])[F:9])[N:5]=[N:4][C:3]=1[NH:12][CH:13]1[CH2:18][CH2:17][N:16](C(OC(C)(C)C)=O)[CH2:15][CH2:14]1.Cl.C(O)(C)C. Product: [Cl:1][C:2]1[CH:7]=[C:6]([C:8]([F:10])([F:11])[F:9])[N:5]=[N:4][C:3]=1[NH:12][CH:13]1[CH2:18][CH2:17][NH:16][CH2:15][CH2:14]1. The catalyst class is: 5. (4) Reactant: [F:1][C:2]([F:23])([F:22])[C:3]1[N:8]=[CH:7][C:6]([C@H:9]([NH:11][C:12]2[C:13]3[CH2:21][NH:20][CH2:19][CH2:18][C:14]=3[N:15]=[CH:16][N:17]=2)[CH3:10])=[CH:5][CH:4]=1.[Br:24][C:25]1[CH:26]=[CH:27][C:28](F)=[C:29]([CH:32]=1)[C:30]#[N:31].C(N(CC)C(C)C)(C)C. Product: [Br:24][C:25]1[CH:26]=[CH:27][C:28]([N:20]2[CH2:19][CH2:18][C:14]3[N:15]=[CH:16][N:17]=[C:12]([NH:11][C@@H:9]([C:6]4[CH:7]=[N:8][C:3]([C:2]([F:1])([F:22])[F:23])=[CH:4][CH:5]=4)[CH3:10])[C:13]=3[CH2:21]2)=[C:29]([CH:32]=1)[C:30]#[N:31]. The catalyst class is: 10. (5) Reactant: BrC1C=CC2C(=N)NC[CH2:9][O:10]C=2C=1.[Br:14][C:15]1[CH:22]=[CH:21][C:18]([C:19]#[N:20])=[C:17]([F:23])[CH:16]=1.C[O-].[Na+]. Product: [Br:14][C:15]1[CH:22]=[CH:21][C:18]([C:19](=[NH:20])[O:10][CH3:9])=[C:17]([F:23])[CH:16]=1. The catalyst class is: 5. (6) The catalyst class is: 9. Product: [O:27]1[CH2:28][CH2:29][N:24]([C:2]2[S:10][C:9]3[C:8]([N:11]4[CH2:16][CH2:15][N:14]([C:17]([O:19][C:20]([CH3:23])([CH3:22])[CH3:21])=[O:18])[CH2:13][CH2:12]4)=[N:7][CH:6]=[N:5][C:4]=3[CH:3]=2)[CH2:25][CH2:26]1. Reactant: Br[C:2]1[S:10][C:9]2[C:8]([N:11]3[CH2:16][CH2:15][N:14]([C:17]([O:19][C:20]([CH3:23])([CH3:22])[CH3:21])=[O:18])[CH2:13][CH2:12]3)=[N:7][CH:6]=[N:5][C:4]=2[CH:3]=1.[NH:24]1[CH2:29][CH2:28][O:27][CH2:26][CH2:25]1. (7) Reactant: O.[OH-].[Li+].[CH3:4][O:5][C:6]1[CH:11]=[CH:10][C:9]([C:12]2[CH:17]=[CH:16][N:15]=[C:14]([C:18]([O:20]C)=[O:19])[CH:13]=2)=[CH:8][C:7]=1[CH:22]1[C:35]2[C:34](=[O:36])[CH2:33][C:32]([CH3:38])([CH3:37])[CH2:31][C:30]=2[O:29][C:28]2[CH2:27][C:26]([CH3:40])([CH3:39])[CH2:25][C:24](=[O:41])[C:23]1=2. Product: [CH3:4][O:5][C:6]1[CH:11]=[CH:10][C:9]([C:12]2[CH:17]=[CH:16][N:15]=[C:14]([C:18]([OH:20])=[O:19])[CH:13]=2)=[CH:8][C:7]=1[CH:22]1[C:35]2[C:34](=[O:36])[CH2:33][C:32]([CH3:37])([CH3:38])[CH2:31][C:30]=2[O:29][C:28]2[CH2:27][C:26]([CH3:40])([CH3:39])[CH2:25][C:24](=[O:41])[C:23]1=2. The catalyst class is: 90.